Dataset: Full USPTO retrosynthesis dataset with 1.9M reactions from patents (1976-2016). Task: Predict the reactants needed to synthesize the given product. (1) The reactants are: [CH3:1][C:2]1([CH3:23])[C@@H:5]([C:6]([O:8]C(C)(C)C)=[O:7])[CH2:4][C@H:3]1[C:13]([O:15][CH2:16][C:17]1[CH:22]=[CH:21][CH:20]=[CH:19][CH:18]=1)=[O:14].Cl.O1CCOCC1. Given the product [CH2:16]([O:15][C:13]([C@@H:3]1[CH2:4][C@H:5]([C:6]([OH:8])=[O:7])[C:2]1([CH3:23])[CH3:1])=[O:14])[C:17]1[CH:22]=[CH:21][CH:20]=[CH:19][CH:18]=1, predict the reactants needed to synthesize it. (2) Given the product [CH3:1][C:2]1[C:3](=[O:27])[C:4]2[C:9]([C:10](=[O:26])[C:11]=1[CH:12]([C:14](=[O:25])[CH2:15][NH:16][C:17]([O:19][C:20]([CH3:21])([CH3:22])[CH3:23])=[O:18])[NH2:13])=[CH:8][CH:7]=[CH:6][CH:5]=2, predict the reactants needed to synthesize it. The reactants are: [CH3:1][C:2]1[C:3](=[O:27])[C:4]2[C:9]([C:10](=[O:26])[C:11]=1[CH:12]([C:14](=[O:25])[C@H:15](C)[NH:16][C:17]([O:19][C:20]([CH3:23])([CH3:22])[CH3:21])=[O:18])[NH2:13])=[CH:8][CH:7]=[CH:6][CH:5]=2.N(C(OC(C)(C)C)=O)CC(O)=O.CN(C(ON1N=NC2C=CC=CC1=2)=[N+](C)C)C.F[P-](F)(F)(F)(F)F.C1C=CC2N(O)N=NC=2C=1.CCN(C(C)C)C(C)C. (3) Given the product [F:25][C:2]1[C:11]2[C:6](=[CH:7][C:8]([O:13][CH3:14])=[C:9]([F:12])[CH:10]=2)[CH:5]=[C:4]([C:15]2[CH:20]=[CH:19][C:18]([O:21][CH:22]([CH3:24])[CH3:23])=[CH:17][CH:16]=2)[N:3]=1, predict the reactants needed to synthesize it. The reactants are: Cl[C:2]1[C:11]2[C:6](=[CH:7][C:8]([O:13][CH3:14])=[C:9]([F:12])[CH:10]=2)[CH:5]=[C:4]([C:15]2[CH:20]=[CH:19][C:18]([O:21][CH:22]([CH3:24])[CH3:23])=[CH:17][CH:16]=2)[N:3]=1.[F-:25].[Cs+]. (4) Given the product [O:3]1[CH2:4][CH2:5][O:1][CH:2]1[C:6]1[CH:11]=[CH:10][C:9]([C:12]2[C:21]([C:22]3[CH:27]=[CH:26][CH:25]=[CH:24][CH:23]=3)=[CH:20][C:19]3[C:18]4=[N:28][N:29]=[C:35]([C:33]5[N:32]=[CH:31][NH:30][CH:34]=5)[N:17]4[CH:16]=[CH:15][C:14]=3[N:13]=2)=[CH:8][CH:7]=1, predict the reactants needed to synthesize it. The reactants are: [O:1]1[CH2:5][CH2:4][O:3][CH:2]1[C:6]1[CH:11]=[CH:10][C:9]([C:12]2[C:21]([C:22]3[CH:27]=[CH:26][CH:25]=[CH:24][CH:23]=3)=[CH:20][C:19]3[C:14](=[CH:15][CH:16]=[N:17][C:18]=3[NH:28][NH2:29])[N:13]=2)=[CH:8][CH:7]=1.[NH:30]1[CH:34]=[C:33]([C:35](O)=O)[N:32]=[CH:31]1.C1C=CC2N(O)N=NC=2C=1.CCN(C(C)C)C(C)C.C(Cl)CCl. (5) Given the product [CH3:2][O:3][C:4](=[O:7])[CH2:5][NH:6][S:26]([C:23]1[CH:22]=[CH:21][C:20]([O:19][CH2:18][CH:15]2[CH2:16][CH2:17]2)=[CH:25][CH:24]=1)(=[O:28])=[O:27], predict the reactants needed to synthesize it. The reactants are: Cl.[CH3:2][O:3][C:4](=[O:7])[CH2:5][NH2:6].CCN(CC)CC.[CH:15]1([CH2:18][O:19][C:20]2[CH:25]=[CH:24][C:23]([S:26](Cl)(=[O:28])=[O:27])=[CH:22][CH:21]=2)[CH2:17][CH2:16]1.